This data is from Full USPTO retrosynthesis dataset with 1.9M reactions from patents (1976-2016). The task is: Predict the reactants needed to synthesize the given product. (1) Given the product [CH2:1]([O:3][CH:4]([O:18][CH2:19][CH3:20])[CH2:5][N:6]1[C:10]([NH:11][C:22]2[CH:27]=[C:26]([N+:28]([O-:30])=[O:29])[CH:25]=[CH:24][C:23]=2[C:31]([F:32])([F:34])[F:33])=[CH:9][C:8]([C:12]2[CH:13]=[N:14][CH:15]=[CH:16][CH:17]=2)=[N:7]1)[CH3:2], predict the reactants needed to synthesize it. The reactants are: [CH2:1]([O:3][CH:4]([O:18][CH2:19][CH3:20])[CH2:5][N:6]1[C:10]([NH2:11])=[CH:9][C:8]([C:12]2[CH:13]=[N:14][CH:15]=[CH:16][CH:17]=2)=[N:7]1)[CH3:2].Br[C:22]1[CH:27]=[C:26]([N+:28]([O-:30])=[O:29])[CH:25]=[CH:24][C:23]=1[C:31]([F:34])([F:33])[F:32]. (2) Given the product [C:24]([O:23][C:21]([N:16]([CH2:13][CH2:14][CH3:15])[CH2:17][C:18]([OH:20])=[O:19])=[O:22])([CH3:27])([CH3:26])[CH3:25], predict the reactants needed to synthesize it. The reactants are: O.C(O)(=O)C=O.C(N)CC.Cl.Cl.[CH2:13]([NH:16][CH2:17][C:18]([OH:20])=[O:19])[CH2:14][CH3:15].[C:21](O[C:21]([O:23][C:24]([CH3:27])([CH3:26])[CH3:25])=[O:22])([O:23][C:24]([CH3:27])([CH3:26])[CH3:25])=[O:22].CCN(CC)CC. (3) Given the product [CH2:35]([O:34][CH:32]([O:31][C:27]1([CH3:30])[CH:26]([OH:37])[CH:25]=[CH:24][CH:23]([CH3:38])[CH:22](/[C:39](/[CH3:60])=[CH:40]/[CH:41]=[CH:42]/[CH:43]([CH3:59])[CH2:44][CH:45]2[O:58][CH:46]2[CH:47]([CH3:57])[CH:48]([O:51][CH:52]([O:54][CH2:55][CH3:56])[CH3:53])[CH2:49][CH3:50])[O:21][C:19](=[O:20])[CH:18]=[CH:17][CH2:29][CH2:28]1)[CH3:33])[CH3:36], predict the reactants needed to synthesize it. The reactants are: C[Si]([N-][Si](C)(C)C)(C)C.[Li+].C(OC(O[CH:17]1[CH2:29][CH2:28][C:27]([O:31][CH:32]([O:34][CH2:35][CH3:36])[CH3:33])([CH3:30])[CH:26]([OH:37])[CH:25]=[CH:24][CH:23]([CH3:38])[CH:22](/[C:39](/[CH3:60])=[CH:40]/[CH:41]=[CH:42]/[CH:43]([CH3:59])[CH2:44][CH:45]2[O:58][CH:46]2[CH:47]([CH3:57])[CH:48]([O:51][CH:52]([O:54][CH2:55][CH3:56])[CH3:53])[CH2:49][CH3:50])[O:21][C:19](=[O:20])[CH2:18]1)C)C.Cl.C(Cl)(=O)C1C=CC=NC=1.C(OCC)(=O)C.